Dataset: Reaction yield outcomes from USPTO patents with 853,638 reactions. Task: Predict the reaction yield, written as a fraction of the theoretical maximum amount of product (1.0 means a 100% yield; for example, 0.34 means a 34% yield). (1) The reactants are [C:1]([O:5][C:6]([N:8]1[CH2:12][CH2:11][CH2:10][CH:9]1[C:13]1[NH:17][C:16]2[CH:18]=[C:19](Br)[CH:20]=[CH:21][C:15]=2[N:14]=1)=[O:7])([CH3:4])([CH3:3])[CH3:2].[C:23]([O:27][C:28]([N:30]1[CH2:34][CH2:33][CH2:32][CH:31]1[C:35]1[NH:39][C:38]2[CH:40]=[C:41](B3OC(C)(C)C(C)(C)O3)[CH:42]=[CH:43][C:37]=2[N:36]=1)=[O:29])([CH3:26])([CH3:25])[CH3:24].C(=O)([O-])[O-].[K+].[K+]. The catalyst is COCCOC.O.C(OCC)(=O)C.C1C=CC([P]([Pd]([P](C2C=CC=CC=2)(C2C=CC=CC=2)C2C=CC=CC=2)([P](C2C=CC=CC=2)(C2C=CC=CC=2)C2C=CC=CC=2)[P](C2C=CC=CC=2)(C2C=CC=CC=2)C2C=CC=CC=2)(C2C=CC=CC=2)C2C=CC=CC=2)=CC=1. The product is [C:1]([O:5][C:6]([N:8]1[CH2:12][CH2:11][CH2:10][CH:9]1[C:13]1[NH:17][C:16]2[CH:18]=[C:19]([C:41]3[CH:42]=[CH:43][C:37]4[N:36]=[C:35]([CH:31]5[CH2:32][CH2:33][CH2:34][N:30]5[C:28]([O:27][C:23]([CH3:24])([CH3:25])[CH3:26])=[O:29])[NH:39][C:38]=4[CH:40]=3)[CH:20]=[CH:21][C:15]=2[N:14]=1)=[O:7])([CH3:4])([CH3:3])[CH3:2]. The yield is 0.150. (2) The reactants are Br[C:2]1[N:7]=[C:6]([C:8]([OH:10])=[O:9])[CH:5]=[CH:4][CH:3]=1.[F:11][C:12]1[CH:17]=[CH:16][C:15]([O:18][CH3:19])=[CH:14][C:13]=1B(O)O. The catalyst is C1C=CC(P(C2C=CC=CC=2)[C-]2C=CC=C2)=CC=1.C1C=CC(P(C2C=CC=CC=2)[C-]2C=CC=C2)=CC=1.Cl[Pd]Cl.[Fe+2].C(Cl)Cl. The product is [F:11][C:12]1[CH:17]=[CH:16][C:15]([O:18][CH3:19])=[CH:14][C:13]=1[C:2]1[N:7]=[C:6]([C:8]([OH:10])=[O:9])[CH:5]=[CH:4][CH:3]=1. The yield is 0.950. (3) The reactants are Br[C:2]1[CH:3]=[C:4]([C:8]2([C:19]3[CH:24]=[CH:23][C:22]([F:25])=[C:21]([O:26][CH3:27])[CH:20]=3)[C:16]3[C:11](=[C:12]([F:17])[CH:13]=[CH:14][CH:15]=3)[C:10]([NH2:18])=[N:9]2)[CH:5]=[CH:6][CH:7]=1.[N:28]1[CH:33]=[C:32](B(O)O)[CH:31]=[N:30][CH:29]=1. No catalyst specified. The product is [F:17][C:12]1[CH:13]=[CH:14][CH:15]=[C:16]2[C:11]=1[C:10]([NH2:18])=[N:9][C:8]2([C:19]1[CH:24]=[CH:23][C:22]([F:25])=[C:21]([O:26][CH3:27])[CH:20]=1)[C:4]1[CH:5]=[CH:6][CH:7]=[C:2]([C:32]2[CH:33]=[N:28][CH:29]=[N:30][CH:31]=2)[CH:3]=1. The yield is 0.200. (4) The reactants are Cl.CNC.CC(=O)CC.[C-]#N.[K+].[CH3:13][N:14]([CH3:22])[C:15]1([C:20]#[N:21])[CH2:19]C[CH2:17][CH2:16]1. The product is [CH3:13][N:14]([CH3:22])[C:15]([CH3:19])([CH2:16][CH3:17])[C:20]#[N:21]. The yield is 0.780. The catalyst is O. (5) The reactants are [Cl:1][C:2]1[NH:10][C:9]2[C:8](=[O:11])[N:7]([CH2:12][CH2:13][CH2:14][CH2:15][C:16]([O:18]CC)=[O:17])[C:6](=[O:21])[N:5]([CH2:22][CH3:23])[C:4]=2[N:3]=1.O.[OH-].[Li+]. The catalyst is CO. The product is [Cl:1][C:2]1[NH:10][C:9]2[C:8](=[O:11])[N:7]([CH2:12][CH2:13][CH2:14][CH2:15][C:16]([OH:18])=[O:17])[C:6](=[O:21])[N:5]([CH2:22][CH3:23])[C:4]=2[N:3]=1. The yield is 0.950. (6) The catalyst is N1CCOCC1. The yield is 0.820. The reactants are Br[CH2:2][C:3]([NH:5][C:6]1[CH:7]=[C:8]2[C:12](=[CH:13][CH:14]=1)[C:11](=[C:15]1[C:23]3[C:18](=[CH:19][CH:20]=[C:21]([Cl:24])[CH:22]=3)[NH:17][C:16]1=[O:25])[O:10][CH2:9]2)=[O:4].[OH2:26]. The product is [Cl:24][C:21]1[CH:22]=[C:23]2[C:18](=[CH:19][CH:20]=1)[NH:17][C:16](=[O:25])[C:15]2=[C:11]1[C:12]2[C:8](=[CH:7][C:6]([NH:5][C:3](=[O:4])[CH2:2][N:5]3[CH2:6][CH2:14][O:26][CH2:2][CH2:3]3)=[CH:14][CH:13]=2)[CH2:9][O:10]1. (7) The reactants are [CH:1]([O:14][C:15]([C:17]1([O:20]/[N:21]=[C:22](/[C:51]2[N:52]=[C:53]([NH:56][C:57]([O:59][C:60]([CH3:63])([CH3:62])[CH3:61])=[O:58])[S:54][CH:55]=2)\[C:23]([NH:25][C@@H:26]2[C:29](=[O:30])[NH:28][C@@H:27]2[CH2:31][N:32]2[N:36]=[C:35]([CH2:37][NH:38][CH2:39][CH:40]3[CH2:43][N:42]([C:44]([O:46][C:47]([CH3:50])([CH3:49])[CH3:48])=[O:45])[CH2:41]3)[CH:34]=[N:33]2)=[O:24])[CH2:19][CH2:18]1)=[O:16])([C:8]1[CH:13]=[CH:12][CH:11]=[CH:10][CH:9]=1)[C:2]1[CH:7]=[CH:6][CH:5]=[CH:4][CH:3]=1.C([O-])(O)=O.[Na+].[CH3:69][C:70]([O:73][C:74](O[C:74]([O:73][C:70]([CH3:72])([CH3:71])[CH3:69])=[O:75])=[O:75])([CH3:72])[CH3:71]. The catalyst is C(Cl)Cl. The product is [CH:1]([O:14][C:15]([C:17]1([O:20]/[N:21]=[C:22](/[C:51]2[N:52]=[C:53]([NH:56][C:57]([O:59][C:60]([CH3:63])([CH3:62])[CH3:61])=[O:58])[S:54][CH:55]=2)\[C:23]([NH:25][C@@H:26]2[C:29](=[O:30])[NH:28][C@@H:27]2[CH2:31][N:32]2[N:36]=[C:35]([CH2:37][N:38]([CH2:39][CH:40]3[CH2:41][N:42]([C:44]([O:46][C:47]([CH3:50])([CH3:49])[CH3:48])=[O:45])[CH2:43]3)[C:74]([O:73][C:70]([CH3:72])([CH3:71])[CH3:69])=[O:75])[CH:34]=[N:33]2)=[O:24])[CH2:19][CH2:18]1)=[O:16])([C:2]1[CH:3]=[CH:4][CH:5]=[CH:6][CH:7]=1)[C:8]1[CH:13]=[CH:12][CH:11]=[CH:10][CH:9]=1. The yield is 0.580. (8) The reactants are [N:1]1[C:10]2[C:5](=[CH:6][C:7]([OH:11])=[CH:8][CH:9]=2)[CH:4]=[CH:3][C:2]=1O.O.N.O=P(Cl)(Cl)[Cl:17]. The catalyst is CN(C=O)C. The product is [Cl:17][C:2]1[CH:3]=[CH:4][C:5]2[C:10](=[CH:9][CH:8]=[C:7]([OH:11])[CH:6]=2)[N:1]=1. The yield is 0.980.